Dataset: CYP1A2 inhibition data for predicting drug metabolism from PubChem BioAssay. Task: Regression/Classification. Given a drug SMILES string, predict its absorption, distribution, metabolism, or excretion properties. Task type varies by dataset: regression for continuous measurements (e.g., permeability, clearance, half-life) or binary classification for categorical outcomes (e.g., BBB penetration, CYP inhibition). Dataset: cyp1a2_veith. The molecule is CCNc1ncc2nc(-c3cccs3)c(=O)n(CCc3ccccc3)c2n1. The result is 1 (inhibitor).